This data is from Peptide-MHC class II binding affinity with 134,281 pairs from IEDB. The task is: Regression. Given a peptide amino acid sequence and an MHC pseudo amino acid sequence, predict their binding affinity value. This is MHC class II binding data. (1) The peptide sequence is DSNIMNSINNVMDEIDFFEK. The MHC is HLA-DQA10101-DQB10501 with pseudo-sequence HLA-DQA10101-DQB10501. The binding affinity (normalized) is 0.640. (2) The peptide sequence is FEERDAVLLGGSSDNEFVKL. The MHC is HLA-DQA10103-DQB10603 with pseudo-sequence HLA-DQA10103-DQB10603. The binding affinity (normalized) is 0.187. (3) The peptide sequence is GELQIVDKIDAAIKI. The MHC is DRB1_0802 with pseudo-sequence DRB1_0802. The binding affinity (normalized) is 0.533.